This data is from Forward reaction prediction with 1.9M reactions from USPTO patents (1976-2016). The task is: Predict the product of the given reaction. Given the reactants Br[CH2:2][CH2:3][CH2:4][CH2:5][N:6]1[C:10](=[O:11])[CH:9]2[CH2:12][CH2:13][CH2:14][N:8]2[C:7]1=[O:15].[CH3:16][C@@H:17]1[NH:22][CH2:21][CH2:20][N:19]([C:23]2[C:31]3[NH:30][CH:29]=[N:28][C:27]=3[CH:26]=[CH:25][CH:24]=2)[CH2:18]1, predict the reaction product. The product is: [N:28]1[C:27]2[CH:26]=[CH:25][CH:24]=[C:23]([N:19]3[CH2:20][CH2:21][N:22]([CH2:2][CH2:3][CH2:4][CH2:5][N:6]4[C:10](=[O:11])[CH:9]5[CH2:12][CH2:13][CH2:14][N:8]5[C:7]4=[O:15])[C@@H:17]([CH3:16])[CH2:18]3)[C:31]=2[NH:30][CH:29]=1.